The task is: Predict the reaction yield, written as a fraction of the theoretical maximum amount of product (1.0 means a 100% yield; for example, 0.34 means a 34% yield).. This data is from Reaction yield outcomes from USPTO patents with 853,638 reactions. (1) The reactants are [NH2:1][C:2]1[CH:7]=[CH:6][C:5]([NH:8][C:9]2[N:13]=[CH:12][N:11]([C:14]3[CH:19]=[CH:18][N:17]=[C:16]([N:20]4[CH2:25][CH:24]([CH3:26])[N:23]([C:27](=[O:29])[CH3:28])[CH:22]([CH3:30])[CH2:21]4)[CH:15]=3)[N:10]=2)=[CH:4][CH:3]=1.C(Cl)Cl.CCN(C(C)C)C(C)C.[O:43]1[CH:47]=[CH:46][CH:45]=[C:44]1[C:48](Cl)=[O:49]. The catalyst is CN1C(=O)CCC1. The product is [C:27]([N:23]1[CH:24]([CH3:26])[CH2:25][N:20]([C:16]2[CH:15]=[C:14]([N:11]3[CH:12]=[N:13][C:9]([NH:8][C:5]4[CH:6]=[CH:7][C:2]([NH:1][C:48]([C:44]5[O:43][CH:47]=[CH:46][CH:45]=5)=[O:49])=[CH:3][CH:4]=4)=[N:10]3)[CH:19]=[CH:18][N:17]=2)[CH2:21][CH:22]1[CH3:30])(=[O:29])[CH3:28]. The yield is 0.0230. (2) The reactants are [C:1]([C:4]1[CH:22]=[CH:21][CH:20]=[CH:19][C:5]=1[CH2:6][C:7]1[CH:15]=[CH:14][C:10]([C:11]([OH:13])=[O:12])=[CH:9][C:8]=1[N+:16]([O-])=O)([OH:3])=[O:2]. The catalyst is CO.O=[Pt]=O.[Pd]. The product is [NH2:16][C:8]1[CH:9]=[C:10]([CH:14]=[CH:15][C:7]=1[CH2:6][C:5]1[CH:19]=[CH:20][CH:21]=[CH:22][C:4]=1[C:1]([OH:3])=[O:2])[C:11]([OH:13])=[O:12]. The yield is 1.00. (3) The reactants are [CH2:1]([C:4]1[C:5](=[O:34])[C:6]([CH3:33])=[C:7]([CH3:32])[C:8](=[O:31])[C:9]=1[CH2:10][CH2:11][C@@:12]([OH:30])([CH3:29])[CH2:13][CH2:14][CH2:15][C@H:16]([CH3:28])[CH2:17][CH2:18][CH2:19][C@H:20]([CH3:27])[CH2:21][CH2:22][CH2:23][CH:24]([CH3:26])[CH3:25])[CH:2]=[CH2:3].CCOC(C)=O. The product is [OH:30][C@:12]([CH3:29])([CH2:13][CH2:14][CH2:15][C@H:16]([CH3:28])[CH2:17][CH2:18][CH2:19][C@H:20]([CH3:27])[CH2:21][CH2:22][CH2:23][CH:24]([CH3:26])[CH3:25])[CH2:11][CH2:10][C:9]1[C:8](=[O:31])[C:7]([CH3:32])=[C:6]([CH3:33])[C:5](=[O:34])[C:4]=1[CH2:1][CH2:2][CH3:3]. The catalyst is C(Cl)Cl.O=[Pt]=O. The yield is 0.760. (4) The yield is 0.720. The reactants are [Cl:1][C:2]1[CH:3]=[C:4]([C:15]([NH:17][CH2:18][CH:19]([CH3:21])[CH3:20])=O)[CH:5]=[C:6]([CH:14]=1)[C:7]([NH:9][CH2:10][CH:11]([CH3:13])[CH3:12])=O.B.Cl. The catalyst is CO. The product is [Cl:1][C:2]1[CH:3]=[C:4]([CH:5]=[C:6]([CH2:7][NH:9][CH2:10][CH:11]([CH3:13])[CH3:12])[CH:14]=1)[CH2:15][NH:17][CH2:18][CH:19]([CH3:21])[CH3:20]. (5) The reactants are [CH3:1][C:2]1([CH3:20])[O:7][CH2:6][CH:5]([CH2:8][O:9][C:10]2[C:15]([CH3:16])=[CH:14][N:13]=[C:12]([CH2:17][OH:18])[C:11]=2[CH3:19])[CH2:4][O:3]1.O.C(N(CC)CC)C.[CH3:29][S:30](Cl)(=[O:32])=[O:31]. The catalyst is C1(C)C=CC=CC=1.O1CCCC1.C(OCC)(=O)C. The product is [CH3:29][S:30]([O:18][CH2:17][C:12]1[C:11]([CH3:19])=[C:10]([O:9][CH2:8][CH:5]2[CH2:6][O:7][C:2]([CH3:20])([CH3:1])[O:3][CH2:4]2)[C:15]([CH3:16])=[CH:14][N:13]=1)(=[O:32])=[O:31]. The yield is 0.933. (6) The reactants are [Cl:1][C:2]1[N:7]=[CH:6][NH:5][C:4]2=[N:8][CH:9]=[CH:10][C:3]=12.[I:11]N1C(=O)CCC1=O.S([O-])([O-])(=O)=S.[Na+].[Na+]. The catalyst is CN(C=O)C. The product is [Cl:1][C:2]1[N:7]=[CH:6][NH:5][C:4]2=[N:8][CH:9]=[C:10]([I:11])[C:3]=12. The yield is 0.770.